Dataset: Forward reaction prediction with 1.9M reactions from USPTO patents (1976-2016). Task: Predict the product of the given reaction. (1) Given the reactants [N+:1]([C:4]1[C:12]([O:13][CH3:14])=[C:11]([O:15][CH3:16])[C:10]([O:17][CH3:18])=[CH:9][C:5]=1C(O)=O)([O-:3])=[O:2].C([N:21]([CH2:24]C)CC)C.C1(P(N=[N+]=[N-])(C2C=CC=CC=2)=[O:33])C=CC=CC=1.[CH2:43]([OH:45])[CH3:44], predict the reaction product. The product is: [CH2:43]([O:45][C:24]([NH:21][C:5]1[CH:9]=[C:10]([O:17][CH3:18])[C:11]([O:15][CH3:16])=[C:12]([O:13][CH3:14])[C:4]=1[N+:1]([O-:3])=[O:2])=[O:33])[CH3:44]. (2) The product is: [CH3:1][C:2]1[CH:3]=[C:4]([O:11][C:12]2([CH3:15])[CH2:14][CH2:13]2)[N:5]=[CH:6][C:7]=1[NH2:8]. Given the reactants [CH3:1][C:2]1[C:7]([N+:8]([O-])=O)=[CH:6][N:5]=[C:4]([O:11][C:12]2([CH3:15])[CH2:14][CH2:13]2)[CH:3]=1.C([O-])=O.[NH4+], predict the reaction product. (3) The product is: [NH2:1][C:4]1[CH:5]=[C:6]([C:10]2[CH:11]=[CH:12][C:13]([NH:16][C:23](=[O:24])[C:25]([F:28])([F:27])[F:26])=[N:14][CH:15]=2)[CH:7]=[CH:8][CH:9]=1. Given the reactants [N+:1]([C:4]1[CH:5]=[C:6]([C:10]2[CH:11]=[CH:12][C:13]([NH2:16])=[N:14][CH:15]=2)[CH:7]=[CH:8][CH:9]=1)([O-])=O.N1C=CC=CC=1.[C:23](O[C:23]([C:25]([F:28])([F:27])[F:26])=[O:24])([C:25]([F:28])([F:27])[F:26])=[O:24].Cl, predict the reaction product. (4) Given the reactants C1CN([P+](ON2N=NC3C=CC=CC2=3)(N2CCCC2)N2CCCC2)CC1.F[P-](F)(F)(F)(F)F.[C:34]([C:37]1[CH:38]=[C:39]2[C:43](=[CH:44][CH:45]=1)[NH:42][C:41](=[O:46])[CH2:40]2)([OH:36])=O.[NH:47]1[CH2:52][CH2:51][O:50][CH2:49][CH2:48]1.C(N(CC)CC)C, predict the reaction product. The product is: [N:47]1([C:34]([C:37]2[CH:38]=[C:39]3[C:43](=[CH:44][CH:45]=2)[NH:42][C:41](=[O:46])[CH2:40]3)=[O:36])[CH2:52][CH2:51][O:50][CH2:49][CH2:48]1. (5) The product is: [NH2:1][C:2]1[N:7]=[CH:6][N:5]=[C:4]2[N:8]([CH2:20][C:21]3[O:22][C:23]4[C:28]([C:29](=[O:37])[C:30]=3[C:31]3[CH:32]=[CH:33][CH:34]=[CH:35][CH:36]=3)=[CH:27][CH:26]=[CH:25][CH:24]=4)[N:9]=[C:10]([C:11]3[CH:16]=[C:15]([OH:17])[CH:14]=[C:13]([F:19])[CH:12]=3)[C:3]=12. Given the reactants [NH2:1][C:2]1[N:7]=[CH:6][N:5]=[C:4]2[N:8]([CH2:20][C:21]3[O:22][C:23]4[C:28]([C:29](=[O:37])[C:30]=3[C:31]3[CH:36]=[CH:35][CH:34]=[CH:33][CH:32]=3)=[CH:27][CH:26]=[CH:25][CH:24]=4)[N:9]=[C:10]([C:11]3[CH:16]=[C:15]([O:17]C)[CH:14]=[C:13]([F:19])[CH:12]=3)[C:3]=12, predict the reaction product. (6) Given the reactants C([N:8]1[C:16]2[C:15]3=[N:17][CH:18]([CH2:20]OS(C)(=O)=O)[CH2:19][N:14]3[C:13](=[O:26])[N:12]([CH2:27][CH2:28][CH3:29])[C:11]=2[N:10]=[C:9]1[CH:30]1[CH2:34][CH2:33][CH2:32][CH2:31]1)C1C=CC=CC=1.[NH:35]1[CH:39]=[CH:38][CH:37]=[N:36]1.C(=O)([O-])[O-].[Cs+].[Cs+].C([O-])=O.[NH4+], predict the reaction product. The product is: [CH:30]1([C:9]2[NH:8][C:16]3[C:15]4=[N:17][CH:18]([CH2:20][C:39]5[CH:38]=[CH:37][NH:36][N:35]=5)[CH2:19][N:14]4[C:13](=[O:26])[N:12]([CH2:27][CH2:28][CH3:29])[C:11]=3[N:10]=2)[CH2:34][CH2:33][CH2:32][CH2:31]1.